This data is from hERG Central: cardiac toxicity at 1µM, 10µM, and general inhibition. The task is: Predict hERG channel inhibition at various concentrations. (1) The drug is OCCOCCn1c(C(CO)Nc2nc(-c3ccccc3Br)cs2)nc2ccccc21. Results: hERG_inhib (hERG inhibition (general)): blocker. (2) The molecule is Br.CCCCCCCCn1c2c(c(=N)c3c1CCC3)CCCC2. Results: hERG_inhib (hERG inhibition (general)): blocker. (3) The compound is COc1ccc(NC(=S)N(CCN2CCCCC2)Cc2ccco2)cc1. Results: hERG_inhib (hERG inhibition (general)): blocker. (4) The drug is CCOc1ccc(C2=Nn3c(nnc3-c3ccccc3OC)SC2)cc1. Results: hERG_inhib (hERG inhibition (general)): blocker.